Dataset: NCI-60 drug combinations with 297,098 pairs across 59 cell lines. Task: Regression. Given two drug SMILES strings and cell line genomic features, predict the synergy score measuring deviation from expected non-interaction effect. (1) Drug 1: C1CN(P(=O)(OC1)NCCCl)CCCl. Drug 2: C1C(C(OC1N2C=NC3=C2NC=NCC3O)CO)O. Cell line: HCT116. Synergy scores: CSS=7.39, Synergy_ZIP=-0.880, Synergy_Bliss=-0.479, Synergy_Loewe=1.46, Synergy_HSA=0.593. (2) Drug 1: CC12CCC3C(C1CCC2=O)CC(=C)C4=CC(=O)C=CC34C. Drug 2: CN(C(=O)NC(C=O)C(C(C(CO)O)O)O)N=O. Cell line: DU-145. Synergy scores: CSS=39.6, Synergy_ZIP=-0.523, Synergy_Bliss=-0.945, Synergy_Loewe=-16.3, Synergy_HSA=-0.0941. (3) Drug 1: C1=NC2=C(N=C(N=C2N1C3C(C(C(O3)CO)O)F)Cl)N. Drug 2: CC12CCC3C(C1CCC2O)C(CC4=C3C=CC(=C4)O)CCCCCCCCCS(=O)CCCC(C(F)(F)F)(F)F. Cell line: SK-MEL-28. Synergy scores: CSS=0.934, Synergy_ZIP=-0.168, Synergy_Bliss=0.635, Synergy_Loewe=0.335, Synergy_HSA=0.335. (4) Drug 1: CC1CCCC2(C(O2)CC(NC(=O)CC(C(C(=O)C(C1O)C)(C)C)O)C(=CC3=CSC(=N3)C)C)C. Drug 2: CC12CCC3C(C1CCC2OP(=O)(O)O)CCC4=C3C=CC(=C4)OC(=O)N(CCCl)CCCl.[Na+]. Cell line: PC-3. Synergy scores: CSS=38.7, Synergy_ZIP=-6.47, Synergy_Bliss=-6.76, Synergy_Loewe=-27.1, Synergy_HSA=-4.69. (5) Drug 1: C1CCC(CC1)NC(=O)N(CCCl)N=O. Synergy scores: CSS=11.4, Synergy_ZIP=-2.51, Synergy_Bliss=-1.49, Synergy_Loewe=-0.970, Synergy_HSA=0.144. Drug 2: C1=NC2=C(N=C(N=C2N1C3C(C(C(O3)CO)O)O)F)N. Cell line: KM12. (6) Drug 1: C1=CC(=CC=C1C#N)C(C2=CC=C(C=C2)C#N)N3C=NC=N3. Drug 2: CC1=CC=C(C=C1)C2=CC(=NN2C3=CC=C(C=C3)S(=O)(=O)N)C(F)(F)F. Cell line: UACC-257. Synergy scores: CSS=-3.46, Synergy_ZIP=2.70, Synergy_Bliss=3.11, Synergy_Loewe=-1.15, Synergy_HSA=-0.812. (7) Drug 1: CC1=C(C=C(C=C1)NC2=NC=CC(=N2)N(C)C3=CC4=NN(C(=C4C=C3)C)C)S(=O)(=O)N.Cl. Drug 2: CCCCCOC(=O)NC1=NC(=O)N(C=C1F)C2C(C(C(O2)C)O)O. Synergy scores: CSS=2.79, Synergy_ZIP=-1.26, Synergy_Bliss=0.0586, Synergy_Loewe=-0.160, Synergy_HSA=0.956. Cell line: SNB-75. (8) Drug 1: CC12CCC3C(C1CCC2=O)CC(=C)C4=CC(=O)C=CC34C. Drug 2: C1=CC(=CC=C1CCCC(=O)O)N(CCCl)CCCl. Cell line: OVCAR-4. Synergy scores: CSS=52.2, Synergy_ZIP=4.64, Synergy_Bliss=7.28, Synergy_Loewe=-9.77, Synergy_HSA=6.62. (9) Drug 1: C1CCN(CC1)CCOC2=CC=C(C=C2)C(=O)C3=C(SC4=C3C=CC(=C4)O)C5=CC=C(C=C5)O. Drug 2: CCC1(CC2CC(C3=C(CCN(C2)C1)C4=CC=CC=C4N3)(C5=C(C=C6C(=C5)C78CCN9C7C(C=CC9)(C(C(C8N6C)(C(=O)OC)O)OC(=O)C)CC)OC)C(=O)OC)O.OS(=O)(=O)O. Cell line: OVCAR3. Synergy scores: CSS=58.0, Synergy_ZIP=11.3, Synergy_Bliss=11.1, Synergy_Loewe=-38.5, Synergy_HSA=9.65.